Dataset: Full USPTO retrosynthesis dataset with 1.9M reactions from patents (1976-2016). Task: Predict the reactants needed to synthesize the given product. (1) Given the product [CH2:1]([O:3][C:4]([C:6]1[CH:7]=[C:8]2[C:12](=[C:13]([NH:19][C:18]([O:20][CH2:21][C:22]3[CH:27]=[CH:26][CH:25]=[CH:24][CH:23]=3)=[O:28])[CH:14]=1)[NH:11][CH:10]=[C:9]2[CH2:16][CH3:17])=[O:5])[CH3:2], predict the reactants needed to synthesize it. The reactants are: [CH2:1]([O:3][C:4]([C:6]1[CH:7]=[C:8]2[C:12](=[C:13](I)[CH:14]=1)[NH:11][CH:10]=[C:9]2[CH2:16][CH3:17])=[O:5])[CH3:2].[C:18](=[O:28])([O:20][CH2:21][C:22]1[CH:27]=[CH:26][CH:25]=[CH:24][CH:23]=1)[NH2:19].CNCCNC. (2) Given the product [F:39][C:26]([F:25])([F:38])[O:27][C:28]1[CH:33]=[CH:32][C:31]([S:34]([N:15]2[CH2:20][CH2:19][CH2:18]/[C:17](=[CH:21]\[C:22]([OH:24])=[O:23])/[CH2:16]2)(=[O:36])=[O:35])=[CH:30][CH:29]=1, predict the reactants needed to synthesize it. The reactants are: C(N(CC)CC)C.FC(F)(F)C(O)=O.[NH:15]1[CH2:20][CH2:19][CH2:18]/[C:17](=[CH:21]\[C:22]([OH:24])=[O:23])/[CH2:16]1.[F:25][C:26]([F:39])([F:38])[O:27][C:28]1[CH:33]=[CH:32][C:31]([S:34](Cl)(=[O:36])=[O:35])=[CH:30][CH:29]=1. (3) The reactants are: [Cl:1][C:2]1[N:7]=[C:6]([O:8][C:9]2[CH:21]=[CH:20][C:12]([CH2:13][C@H:14]3[CH2:18][O:17][C:16](=[O:19])[NH:15]3)=[CH:11][CH:10]=2)[CH:5]=[CH:4][CH:3]=1.[Cl:22][C:23]1[CH:24]=[C:25]([CH:29]=[CH:30][CH:31]=1)[C@H:26]1[O:28][CH2:27]1.[C:32](=[O:35])([O-:34])[O-].[K+].[K+]. Given the product [C:16]([OH:19])(=[O:17])[C:32]([OH:34])=[O:35].[Cl:22][C:23]1[CH:24]=[C:25]([C@@H:26]([OH:28])[CH2:27][NH:15][C@@H:14]([CH2:13][C:12]2[CH:11]=[CH:10][C:9]([O:8][C:6]3[CH:5]=[CH:4][CH:3]=[C:2]([Cl:1])[N:7]=3)=[CH:21][CH:20]=2)[CH2:18][OH:17])[CH:29]=[CH:30][CH:31]=1, predict the reactants needed to synthesize it. (4) Given the product [CH2:1]1[C:10]2[C:5](=[CH:6][CH:7]=[CH:8][CH:9]=2)[CH:4]([NH:11][C:12]2[C:13]3[N:14]([C:24]([CH3:28])=[C:25]([CH3:27])[N:26]=3)[CH:15]=[C:16]([C:18]([N:30]([CH2:31][CH2:32][OH:33])[CH3:29])=[O:19])[CH:17]=2)[CH2:3][O:2]1, predict the reactants needed to synthesize it. The reactants are: [CH2:1]1[C:10]2[C:5](=[CH:6][CH:7]=[CH:8][CH:9]=2)[CH:4]([NH:11][C:12]2[C:13]3[N:14]([C:24]([CH3:28])=[C:25]([CH3:27])[N:26]=3)[CH:15]=[C:16]([C:18](OC(C)C)=[O:19])[CH:17]=2)[CH2:3][O:2]1.[CH3:29][NH:30][CH2:31][CH2:32][OH:33].[C-]#N.[Na+]. (5) Given the product [NH2:1][C:4]1[CH:5]=[CH:6][C:7]2[CH2:13][CH2:12][C:11](=[O:14])[CH2:10][CH2:9][C:8]=2[CH:15]=1, predict the reactants needed to synthesize it. The reactants are: [N+:1]([C:4]1[CH:5]=[CH:6][C:7]2[CH2:13][CH2:12][C:11](=[O:14])[CH2:10][CH2:9][C:8]=2[CH:15]=1)([O-])=O.[H][H]. (6) Given the product [CH3:1][C:2]1([CH3:31])[C:10]2[C:5](=[CH:6][C:7]([C:11]#[C:12][C:13]3[CH:23]=[CH:22][C:16]([C:17]([OH:19])=[O:18])=[CH:15][CH:14]=3)=[CH:8][CH:9]=2)[C:4]([C:24]2[CH:25]=[CH:26][C:27]([CH3:30])=[CH:28][CH:29]=2)=[CH:3]1, predict the reactants needed to synthesize it. The reactants are: [CH3:1][C:2]1([CH3:31])[C:10]2[C:5](=[CH:6][C:7]([C:11]#[C:12][C:13]3[CH:23]=[CH:22][C:16]([C:17]([O:19]CC)=[O:18])=[CH:15][CH:14]=3)=[CH:8][CH:9]=2)[C:4]([C:24]2[CH:29]=[CH:28][C:27]([CH3:30])=[CH:26][CH:25]=2)=[CH:3]1.O[Li].O. (7) The reactants are: C(O)(=O)C.[Br:5][C:6]1[S:10][C:9]([NH2:11])=[N:8][CH:7]=1.C(O[BH-](OC(=O)C)OC(=O)C)(=O)C.[Na+].[CH:26]1([CH:29]=O)[CH2:28][CH2:27]1. Given the product [Br:5][C:6]1[S:10][C:9]([NH:11][CH2:29][CH:26]2[CH2:28][CH2:27]2)=[N:8][CH:7]=1, predict the reactants needed to synthesize it. (8) The reactants are: Br[C:2]1[C:11]2[O:10][C@@H:9]([CH3:12])[CH2:8][N:7]([C:13]([O:15][C:16]([CH3:19])([CH3:18])[CH3:17])=[O:14])[CH2:6][C:5]=2[S:4][CH:3]=1.[F:20][C:21]1[CH:22]=[C:23](B(O)O)[CH:24]=[CH:25][CH:26]=1.C(=O)([O-])[O-].[K+].[K+].O. Given the product [F:20][C:21]1[CH:26]=[C:25]([C:2]2[C:11]3[O:10][C@@H:9]([CH3:12])[CH2:8][N:7]([C:13]([O:15][C:16]([CH3:19])([CH3:18])[CH3:17])=[O:14])[CH2:6][C:5]=3[S:4][CH:3]=2)[CH:24]=[CH:23][CH:22]=1, predict the reactants needed to synthesize it.